Dataset: Full USPTO retrosynthesis dataset with 1.9M reactions from patents (1976-2016). Task: Predict the reactants needed to synthesize the given product. (1) Given the product [C:10]([O:13][C:14]([NH:1][CH2:2][C:3]([CH3:8])([CH3:7])[C:4]([OH:6])=[O:5])=[O:15])([CH3:12])([CH3:11])[CH3:9], predict the reactants needed to synthesize it. The reactants are: [NH2:1][CH2:2][C:3]([CH3:8])([CH3:7])[C:4]([OH:6])=[O:5].[CH3:9][C:10]([O:13][C:14](O[C:14]([O:13][C:10]([CH3:12])([CH3:11])[CH3:9])=[O:15])=[O:15])([CH3:12])[CH3:11].CCN(C(C)C)C(C)C. (2) Given the product [CH:1]1([N:6]([CH3:23])[C:7]2[CH:8]=[C:9]([CH3:22])[CH:10]=[C:11]3[C:15]=2[NH:14][C:13]([C:16]2[CH:21]=[CH:20][CH:19]=[CH:18][N:17]=2)=[CH:12]3)[CH2:5][CH2:4][CH2:3][CH2:2]1, predict the reactants needed to synthesize it. The reactants are: [CH:1]1([NH:6][C:7]2[CH:8]=[C:9]([CH3:22])[CH:10]=[C:11]3[C:15]=2[NH:14][C:13]([C:16]2[CH:21]=[CH:20][CH:19]=[CH:18][N:17]=2)=[CH:12]3)[CH2:5][CH2:4][CH2:3][CH2:2]1.[CH2:23]=O. (3) Given the product [ClH:23].[ClH:22].[CH3:40][N:38]([CH3:39])[C:26]1[C:25]([CH2:24][C:6]2[C:5]3[C:10](=[CH:11][C:12]([O:13][CH3:14])=[C:3]([O:2][CH3:1])[CH:4]=3)[C:9]([CH2:15][CH2:16][CH3:17])=[N:8][C:7]=2[OH:18])=[CH:34][C:33]2[CH:32]=[C:31]3[O:35][CH2:36][O:37][C:30]3=[CH:29][C:28]=2[N:27]=1, predict the reactants needed to synthesize it. The reactants are: [CH3:1][O:2][C:3]1[CH:4]=[C:5]2[C:10](=[CH:11][C:12]=1[O:13][CH3:14])[C:9]([CH2:15][CH2:16][CH3:17])=[N:8][C:7]([OH:18])=[CH:6]2.O[Li].O.[ClH:22].[Cl:23][CH2:24][C:25]1[C:26]([N:38]([CH3:40])[CH3:39])=[N:27][C:28]2[CH:29]=[C:30]3[O:37][CH2:36][O:35][C:31]3=[CH:32][C:33]=2[CH:34]=1.Cl.CO. (4) Given the product [Cl:62][C:60]1[CH:48]=[CH:49][C:50]([CH2:45][CH:20]([NH:19][C:18]([CH:17]2[CH2:16][C:15]3[C:10](=[CH:11][CH:12]=[CH:13][CH:14]=3)[CH2:9][NH:8]2)=[O:52])[C:21]([N:23]2[CH2:24][CH2:25][CH:26]([C:29]3[C:38]4[CH2:37][CH:36]([N:39]5[CH2:44][CH2:43][O:42][CH2:41][CH2:40]5)[CH2:35][CH2:34][C:33]=4[CH:32]=[CH:31][CH:30]=3)[CH2:27][CH2:28]2)=[O:22])=[CH:55][CH:53]=1, predict the reactants needed to synthesize it. The reactants are: C(OC([N:8]1[CH:17]([C:18](=[O:52])[NH:19][CH:20]([C:45]2[CH:50]=[CH:49][C:48](Cl)=CC=2)[C:21]([N:23]2[CH2:28][CH2:27][CH:26]([C:29]3[C:38]4[CH2:37][CH:36]([N:39]5[CH2:44][CH2:43][O:42][CH2:41][CH2:40]5)[CH2:35][CH2:34][C:33]=4[CH:32]=[CH:31][CH:30]=3)[CH2:25][CH2:24]2)=[O:22])[CH2:16][C:15]2[C:10](=[CH:11][CH:12]=[CH:13][CH:14]=2)[CH2:9]1)=O)(C)(C)C.[C:53](O)([C:55](F)(F)F)=O.[CH2:60]([Cl:62])Cl. (5) Given the product [C:7]([CH2:6][CH2:5][N:4]([CH3:3])[CH2:9][C:10]#[C:11][C:14]1[CH:23]=[CH:22][C:21]2[NH:20][C:19](=[O:24])[C:18]3[NH:25][CH:26]=[CH:27][C:17]=3[C:16]=2[CH:15]=1)#[N:8].[CH2:28]([C:30]([O-:32])=[O:31])[CH3:29], predict the reactants needed to synthesize it. The reactants are: C=O.[CH3:3][N:4]([CH2:9][C:10]#[CH:11])[CH2:5][CH2:6][C:7]#[N:8].C([C:14]1[CH:23]=[CH:22][C:21]2[NH:20][C:19](=[O:24])[C:18]3[NH:25][CH:26]=[CH:27][C:17]=3[C:16]=2[CH:15]=1)#C.[CH2:28]([C:30]([O-:32])=[O:31])[CH3:29]. (6) Given the product [C:1]([C:5]1[CH:6]=[CH:7][C:8]([S:11]([CH:14]2[CH2:15][CH2:16][N:17]([C:21]3[C:30]4[C:25](=[CH:26][CH:27]=[CH:28][CH:29]=4)[CH:24]=[CH:23][N:22]=3)[CH2:18][CH2:19]2)(=[O:13])=[O:12])=[CH:9][CH:10]=1)([CH3:4])([CH3:2])[CH3:3], predict the reactants needed to synthesize it. The reactants are: [C:1]([C:5]1[CH:10]=[CH:9][C:8]([S:11]([CH:14]2[CH2:19][CH2:18][NH:17][CH2:16][CH2:15]2)(=[O:13])=[O:12])=[CH:7][CH:6]=1)([CH3:4])([CH3:3])[CH3:2].Cl[C:21]1[C:30]2[C:25](=[CH:26][CH:27]=[CH:28][CH:29]=2)[CH:24]=[CH:23][N:22]=1.CCN(C(C)C)C(C)C. (7) Given the product [CH2:40]([N:42]1[C:54]2[CH:53]=[CH:52][C:51]([C:55]3[N:34]([CH2:35][CH:36]4[CH2:39][O:38][CH2:37]4)[C:33]4[CH:32]=[CH:31][C:25]([C:26]([O:28][CH2:29][CH3:30])=[O:27])=[CH:24][C:23]=4[N:22]=3)=[CH:50][C:49]=2[C:48]2[C:43]1=[CH:44][CH:45]=[CH:46][CH:47]=2)[CH3:41], predict the reactants needed to synthesize it. The reactants are: ClC1C=CC(C(OCC)=O)=CC=1[N+]([O-])=O.O1CC(CN)C1.[NH2:22][C:23]1[CH:24]=[C:25]([CH:31]=[CH:32][C:33]=1[NH:34][CH2:35][CH:36]1[CH2:39][O:38][CH2:37]1)[C:26]([O:28][CH2:29][CH3:30])=[O:27].[CH2:40]([N:42]1[C:54]2[CH:53]=[CH:52][C:51]([CH:55]=O)=[CH:50][C:49]=2[C:48]2[C:43]1=[CH:44][CH:45]=[CH:46][CH:47]=2)[CH3:41].